This data is from NCI-60 drug combinations with 297,098 pairs across 59 cell lines. The task is: Regression. Given two drug SMILES strings and cell line genomic features, predict the synergy score measuring deviation from expected non-interaction effect. Drug 1: CN1CCC(CC1)COC2=C(C=C3C(=C2)N=CN=C3NC4=C(C=C(C=C4)Br)F)OC. Drug 2: C1=C(C(=O)NC(=O)N1)F. Cell line: HOP-92. Synergy scores: CSS=24.3, Synergy_ZIP=-0.900, Synergy_Bliss=0.170, Synergy_Loewe=4.38, Synergy_HSA=5.53.